Dataset: NCI-60 drug combinations with 297,098 pairs across 59 cell lines. Task: Regression. Given two drug SMILES strings and cell line genomic features, predict the synergy score measuring deviation from expected non-interaction effect. (1) Drug 1: C1=CC(=C2C(=C1NCCNCCO)C(=O)C3=C(C=CC(=C3C2=O)O)O)NCCNCCO. Drug 2: C1=NC(=NC(=O)N1C2C(C(C(O2)CO)O)O)N. Cell line: SK-OV-3. Synergy scores: CSS=49.3, Synergy_ZIP=3.51, Synergy_Bliss=5.62, Synergy_Loewe=-15.7, Synergy_HSA=5.12. (2) Drug 1: C1CCN(CC1)CCOC2=CC=C(C=C2)C(=O)C3=C(SC4=C3C=CC(=C4)O)C5=CC=C(C=C5)O. Drug 2: CS(=O)(=O)CCNCC1=CC=C(O1)C2=CC3=C(C=C2)N=CN=C3NC4=CC(=C(C=C4)OCC5=CC(=CC=C5)F)Cl. Cell line: NCI/ADR-RES. Synergy scores: CSS=7.63, Synergy_ZIP=-0.679, Synergy_Bliss=1.79, Synergy_Loewe=-2.37, Synergy_HSA=-0.606. (3) Cell line: UO-31. Drug 1: CC12CCC(CC1=CCC3C2CCC4(C3CC=C4C5=CN=CC=C5)C)O. Drug 2: C1=CC=C(C=C1)NC(=O)CCCCCCC(=O)NO. Synergy scores: CSS=8.08, Synergy_ZIP=-0.198, Synergy_Bliss=-0.150, Synergy_Loewe=-2.81, Synergy_HSA=0.898. (4) Drug 1: CS(=O)(=O)C1=CC(=C(C=C1)C(=O)NC2=CC(=C(C=C2)Cl)C3=CC=CC=N3)Cl. Drug 2: C1CCC(C1)C(CC#N)N2C=C(C=N2)C3=C4C=CNC4=NC=N3. Cell line: NCIH23. Synergy scores: CSS=13.4, Synergy_ZIP=-3.44, Synergy_Bliss=4.44, Synergy_Loewe=3.78, Synergy_HSA=3.83. (5) Drug 1: CC12CCC(CC1=CCC3C2CCC4(C3CC=C4C5=CN=CC=C5)C)O. Drug 2: C1=CC=C(C=C1)NC(=O)CCCCCCC(=O)NO. Cell line: NCI/ADR-RES. Synergy scores: CSS=28.0, Synergy_ZIP=-4.69, Synergy_Bliss=-1.62, Synergy_Loewe=-12.5, Synergy_HSA=-1.23.